This data is from Forward reaction prediction with 1.9M reactions from USPTO patents (1976-2016). The task is: Predict the product of the given reaction. Given the reactants C([O:5][C:6](=[O:25])[CH:7]=[CH:8][C:9]1[CH:14]=[CH:13][C:12]([CH:15]=[CH:16][C:17](=[O:24])[C:18]2[CH:23]=[CH:22][CH:21]=[CH:20][CH:19]=2)=[CH:11][N:10]=1)(C)(C)C, predict the reaction product. The product is: [O:24]=[C:17]([C:18]1[CH:19]=[CH:20][CH:21]=[CH:22][CH:23]=1)[CH:16]=[CH:15][C:12]1[CH:13]=[CH:14][C:9]([CH:8]=[CH:7][C:6]([OH:25])=[O:5])=[N:10][CH:11]=1.